From a dataset of Full USPTO retrosynthesis dataset with 1.9M reactions from patents (1976-2016). Predict the reactants needed to synthesize the given product. (1) Given the product [ClH:31].[Cl:32][C:27]1[CH:26]=[C:25]([C@H:24]([C@@H:12]2[CH2:13][C@@H:9]([OH:8])[CH2:10][NH:11]2)[C:23]([O:22][CH3:21])=[O:35])[CH:30]=[CH:29][C:28]=1[Cl:31], predict the reactants needed to synthesize it. The reactants are: [Si]([O:8][C@@H:9]1[CH2:13][CH2:12][N:11](C(OC(C)(C)C)=O)[CH2:10]1)(C(C)(C)C)(C)C.[CH3:21][O:22][C:23](=[O:35])[C:24](=[N+]=[N-])[C:25]1[CH:30]=[CH:29][C:28]([Cl:31])=[C:27]([Cl:32])[CH:26]=1.C(C(CC)(CC)C)C.FC(F)(F)C(O)=O. (2) Given the product [CH3:1][O:2][C:3]1[CH:12]=[CH:11][C:6]2[N:7]([CH:24]([CH3:30])[C:25]([OH:27])=[O:26])[C:8](=[N:10][C:19](=[O:20])[C:16]3[CH:17]=[CH:18][C:13]([CH3:22])=[CH:14][CH:15]=3)[S:9][C:5]=2[CH:4]=1, predict the reactants needed to synthesize it. The reactants are: [CH3:1][O:2][C:3]1[CH:12]=[CH:11][C:6]2[N:7]=[C:8]([NH2:10])[S:9][C:5]=2[CH:4]=1.[C:13]1([CH3:22])[CH:18]=[CH:17][C:16]([C:19](Cl)=[O:20])=[CH:15][CH:14]=1.Br[CH:24]([CH3:30])[C:25]([O:27]CC)=[O:26].S1C2CCCCC=2N=C1N.FC(F)(F)C1C=C(C=CC=1)C(Cl)=O.BrCC(OCC)=O. (3) Given the product [ClH:28].[CH2:1]([C:3]1[CH:12]=[C:11]([C:13]([F:14])([F:15])[F:16])[C:10]2[C:9](=[O:17])[NH:8][C@H:7]3[CH2:18][NH:19][CH2:20][C@@H:6]3[C:5]=2[CH:4]=1)[CH3:2], predict the reactants needed to synthesize it. The reactants are: [CH2:1]([C:3]1[CH:12]=[C:11]([C:13]([F:16])([F:15])[F:14])[C:10]2[C:9](=[O:17])[NH:8][C@H:7]3[CH2:18][N:19](C(OC(C)(C)C)=O)[CH2:20][C@@H:6]3[C:5]=2[CH:4]=1)[CH3:2].[ClH:28]. (4) Given the product [NH2:17][C:7]1[C:6]([C:4]([O:3][CH2:1][CH3:2])=[O:5])=[CH:11][N:10]=[C:9]([S:12][CH3:13])[N:8]=1, predict the reactants needed to synthesize it. The reactants are: [CH2:1]([O:3][C:4]([C:6]1[C:7](Cl)=[N:8][C:9]([S:12][CH3:13])=[N:10][CH:11]=1)=[O:5])[CH3:2].C([N:17](CC)CC)C.N. (5) Given the product [Cl:1][C:2]1[CH:7]=[CH:6][C:5]([NH:8][C:9](=[O:22])[C:10]2[CH:15]=[CH:14][C:13]([CH2:16][S:17]([CH:20]([CH3:29])[CH3:21])(=[O:19])=[O:18])=[CH:12][CH:11]=2)=[CH:4][C:3]=1[C:23]1[CH:28]=[CH:27][CH:26]=[CH:25][N:24]=1, predict the reactants needed to synthesize it. The reactants are: [Cl:1][C:2]1[CH:7]=[CH:6][C:5]([NH:8][C:9](=[O:22])[C:10]2[CH:15]=[CH:14][C:13]([CH2:16][S:17]([CH2:20][CH3:21])(=[O:19])=[O:18])=[CH:12][CH:11]=2)=[CH:4][C:3]=1[C:23]1[CH:28]=[CH:27][CH:26]=[CH:25][N:24]=1.[CH3:29]C(S(Cl)(=O)=O)C.C(S(Cl)(=O)=O)C.